Predict the reaction yield, written as a fraction of the theoretical maximum amount of product (1.0 means a 100% yield; for example, 0.34 means a 34% yield). From a dataset of Reaction yield outcomes from USPTO patents with 853,638 reactions. The reactants are [Br:1][C:2]1[CH:7]=[CH:6][CH:5]=[CH:4][CH:3]=1.[CH3:8][C:9]1([CH3:16])[CH2:13][C:12](=[O:14])[O:11][C:10]1=[O:15].[Al]. The catalyst is ClC(Cl)C. The product is [Br:1][C:2]1[CH:7]=[CH:6][C:5]([C:12](=[O:14])[CH2:13][C:9]([CH3:16])([CH3:8])[C:10]([OH:15])=[O:11])=[CH:4][CH:3]=1. The yield is 0.630.